This data is from Experimentally validated miRNA-target interactions with 360,000+ pairs, plus equal number of negative samples. The task is: Binary Classification. Given a miRNA mature sequence and a target amino acid sequence, predict their likelihood of interaction. The miRNA is hsa-miR-20b-5p with sequence CAAAGUGCUCAUAGUGCAGGUAG. The protein sequence of the target gene is MVRYSLDPENPTKSCKSRGSNLRVHFKNTRETAQAIKGMHIRKATKYLKDVTLQKQCVPFRRYNGGVGRCAQAKQWGWTQGRWPKKSAEFLLHMLKNAESNAELKGLDVDSLVIEHIQVNKAPKMRRRTYRAHGRINPYMSSPCHIEMILTEKEQIVPKPEEEVAQKKKISQKKLKKQKLMARE. Result: 1 (interaction).